From a dataset of Full USPTO retrosynthesis dataset with 1.9M reactions from patents (1976-2016). Predict the reactants needed to synthesize the given product. (1) The reactants are: [I:1][C:2]1[CH:3]=[CH:4][C:5]2[O:9][C:8]([C:10]([OH:12])=O)=[C:7]([CH3:13])[C:6]=2[C:14]=1[O:15][CH3:16].[CH3:17][O:18][C:19](=[O:41])[C@@H:20]([NH:24][S:25]([C:28]1[CH:33]=[CH:32][C:31]([C:34]2[CH:39]=[CH:38][C:37]([NH2:40])=[CH:36][CH:35]=2)=[CH:30][CH:29]=1)(=[O:27])=[O:26])[CH:21]([CH3:23])[CH3:22].F[P-](F)(F)(F)(F)F.N1(O[P+](N(C)C)(N(C)C)N(C)C)C2C=CC=CC=2N=N1.C(N(CC)C(C)C)(C)C. Given the product [CH3:17][O:18][C:19](=[O:41])[C@@H:20]([NH:24][S:25]([C:28]1[CH:33]=[CH:32][C:31]([C:34]2[CH:35]=[CH:36][C:37]([NH:40][C:10]([C:8]3[O:9][C:5]4[CH:4]=[CH:3][C:2]([I:1])=[C:14]([O:15][CH3:16])[C:6]=4[C:7]=3[CH3:13])=[O:12])=[CH:38][CH:39]=2)=[CH:30][CH:29]=1)(=[O:27])=[O:26])[CH:21]([CH3:23])[CH3:22], predict the reactants needed to synthesize it. (2) The reactants are: [Cl:1][C:2]1[CH:10]=[C:9]([Cl:11])[CH:8]=[CH:7][C:3]=1[C:4](Cl)=[O:5].[NH2:12][C:13]([CH3:29])([CH2:16][N:17]1[CH:25]=[C:24]2[C:19]([C:20]([Cl:28])=[C:21]([Cl:27])[CH:22]=[C:23]2[Cl:26])=[N:18]1)[C:14]#[N:15]. Given the product [Cl:1][C:2]1[CH:10]=[C:9]([Cl:11])[CH:8]=[CH:7][C:3]=1[C:4]([NH:12][C:13]([C:14]#[N:15])([CH3:29])[CH2:16][N:17]1[CH:25]=[C:24]2[C:19]([C:20]([Cl:28])=[C:21]([Cl:27])[CH:22]=[C:23]2[Cl:26])=[N:18]1)=[O:5], predict the reactants needed to synthesize it. (3) Given the product [CH:1]1([CH2:4][CH2:5][O:6][C:7]2[CH:8]=[CH:9][C:10]([C:11]([NH:13][CH2:14][C:15]([OH:17])=[O:16])=[O:12])=[CH:18][CH:19]=2)[CH2:3][CH2:2][CH2:22][CH2:21]1, predict the reactants needed to synthesize it. The reactants are: [CH:1]1([CH2:4][CH2:5][O:6][C:7]2[CH:19]=[CH:18][C:10]([C:11]([NH:13][CH2:14][C:15]([OH:17])=[O:16])=[O:12])=[CH:9][CH:8]=2)[CH2:3][CH2:2]1.O[C:21]1C=CC(C(OC)=O)=C[CH:22]=1.C1(CCO)CCCC1. (4) Given the product [Cl:1][C:2]1[CH:7]=[C:6]([C:8]2[N:12]=[C:11]([C:13]3[N:14]=[C:15]4[C:20]([Cl:21])=[CH:19][C:18]([C:22]([F:25])([F:24])[F:23])=[CH:17][N:16]4[CH:26]=3)[O:10][N:9]=2)[C:5]([Cl:27])=[CH:4][C:3]=1[O:28][CH2:29][C:30](=[O:35])[C:31]([F:33])([F:32])[F:34], predict the reactants needed to synthesize it. The reactants are: [Cl:1][C:2]1[CH:7]=[C:6]([C:8]2[N:12]=[C:11]([C:13]3[N:14]=[C:15]4[C:20]([Cl:21])=[CH:19][C:18]([C:22]([F:25])([F:24])[F:23])=[CH:17][N:16]4[CH:26]=3)[O:10][N:9]=2)[C:5]([Cl:27])=[CH:4][C:3]=1[O:28][CH2:29][CH:30]([OH:35])[C:31]([F:34])([F:33])[F:32].CC(OI1(OC(C)=O)(OC(C)=O)OC(=O)C2C=CC=CC1=2)=O.